This data is from Full USPTO retrosynthesis dataset with 1.9M reactions from patents (1976-2016). The task is: Predict the reactants needed to synthesize the given product. (1) Given the product [N:1]([C@H:4]([C:16]1[CH:17]=[N:18][CH:19]=[C:20]([Br:22])[CH:21]=1)[C@:5]([C:8]1[CH:13]=[C:12]([F:14])[CH:11]=[CH:10][C:9]=1[F:15])([OH:7])[CH3:6])=[N+:2]=[N-:3], predict the reactants needed to synthesize it. The reactants are: [N:1]([C@H:4]([C:16]1[CH:17]=[N:18][CH:19]=[C:20]([Br:22])[CH:21]=1)[C@@:5]([C:8]1[CH:13]=[C:12]([F:14])[CH:11]=[CH:10][C:9]=1[F:15])([OH:7])[CH3:6])=[N+:2]=[N-:3].BrC1C=NC=C([C@@H]2[C@](C3C=C(F)C=CC=3F)(C)O2)C=1. (2) Given the product [Cl:17][C:18]1[CH:23]=[C:22]([Cl:24])[CH:21]=[CH:20][C:19]=1[O:25][CH:2]([C:4]1[O:8][N:7]=[C:6]([CH2:9][C:10]2[CH:15]=[CH:14][C:13]([F:16])=[CH:12][CH:11]=2)[N:5]=1)[CH3:3], predict the reactants needed to synthesize it. The reactants are: Cl[CH:2]([C:4]1[O:8][N:7]=[C:6]([CH2:9][C:10]2[CH:15]=[CH:14][C:13]([F:16])=[CH:12][CH:11]=2)[N:5]=1)[CH3:3].[Cl:17][C:18]1[CH:23]=[C:22]([Cl:24])[CH:21]=[CH:20][C:19]=1[OH:25].C([O-])([O-])=O.[K+].[K+]. (3) Given the product [C:10]([O:9][C:7](=[O:8])[NH:1][CH2:2][CH2:3][C:4](=[O:6])[NH:18][C:14]([CH3:17])([CH3:16])[CH3:15])([CH3:13])([CH3:12])[CH3:11], predict the reactants needed to synthesize it. The reactants are: [NH:1]([C:7]([O:9][C:10]([CH3:13])([CH3:12])[CH3:11])=[O:8])[CH2:2][CH2:3][C:4]([OH:6])=O.[C:14]([NH2:18])([CH3:17])([CH3:16])[CH3:15].